This data is from M1 muscarinic receptor agonist screen with 61,833 compounds. The task is: Binary Classification. Given a drug SMILES string, predict its activity (active/inactive) in a high-throughput screening assay against a specified biological target. (1) The drug is O=c1n(c(=O)n(c2nc3N(C4CCCCC4)CCCn3c12)C)Cc1ccccc1. The result is 0 (inactive). (2) The result is 0 (inactive). The compound is O=c1[nH]c2c(c(CN(c3ccccc3)C(=O)C)c1)cccc2. (3) The molecule is O=c1[nH]c(=O)n(c2nc(n(c12)Cc1cc(ccc1)C)NCC=C)C. The result is 0 (inactive). (4) The drug is O1CCN(CCNCc2cc3c(n([nH]c3C)c3ccccc3)nc2=O)CC1. The result is 0 (inactive). (5) The molecule is Clc1ccc(CSc2nc(sn2)N)cc1. The result is 0 (inactive). (6) The compound is s1c2nc(n(c(=O)c2c(c1C)C)CCO)CC. The result is 0 (inactive). (7) The molecule is O(CC[N+](C)(C)C)C(=O)CCC. The result is 1 (active). (8) The drug is O(CCNC(=O)c1ccccc1)C(=O)Nc1ccccc1. The result is 0 (inactive). (9) The compound is s1\c([nH]c(c2ccccc2)c1)=C(\N=O)C#N. The result is 0 (inactive).